This data is from Forward reaction prediction with 1.9M reactions from USPTO patents (1976-2016). The task is: Predict the product of the given reaction. (1) The product is: [Br:27][CH2:14][C:11]([C@H:8]1[CH2:7][CH2:6][C@H:5]([C:3]([O:2][CH3:1])=[O:4])[CH2:10][CH2:9]1)=[O:13]. Given the reactants [CH3:1][O:2][C:3]([C@H:5]1[CH2:10][CH2:9][C@H:8]([C:11]([OH:13])=O)[CH2:7][CH2:6]1)=[O:4].[C:14](Cl)(=O)C(Cl)=O.C[Si](C=[N+]=[N-])(C)C.[BrH:27].C(=O)(O)[O-].[Na+], predict the reaction product. (2) Given the reactants [CH3:1][Si](C=[N+]=[N-])(C)C.C[CH2:9][O:10]CC.[Si:13]([O:20][C:21]1[CH:48]=[CH:47][C:24]([CH2:25][C:26]2[C:27](=[O:46])[O:28][C:29](=[O:45])[C:30]=2[C@H:31]2[CH2:36][CH2:35][C@@H:34]([O:37][Si:38]([C:41]([CH3:44])([CH3:43])[CH3:42])([CH3:40])[CH3:39])[CH2:33][CH2:32]2)=[CH:23][CH:22]=1)([C:16]([CH3:19])([CH3:18])[CH3:17])([CH3:15])[CH3:14], predict the reaction product. The product is: [Si:13]([O:20][C:21]1[CH:22]=[CH:23][C:24]([CH2:25]/[C:26](=[C:30](\[C@H:31]2[CH2:32][CH2:33][C@@H:34]([O:37][Si:38]([C:41]([CH3:42])([CH3:43])[CH3:44])([CH3:40])[CH3:39])[CH2:35][CH2:36]2)/[C:29]([O:10][CH3:9])=[O:45])/[C:27]([O:28][CH3:1])=[O:46])=[CH:47][CH:48]=1)([C:16]([CH3:18])([CH3:17])[CH3:19])([CH3:14])[CH3:15]. (3) Given the reactants FC(F)(F)C(O)=O.C(OC([N:15]1[CH2:20][CH2:19][CH:18]([C:21]2[C:22]([O:31][CH3:32])=[N:23][N:24]([CH3:30])[C:25]=2[C:26]([F:29])([F:28])[F:27])[CH2:17][CH2:16]1)=O)(C)(C)C, predict the reaction product. The product is: [CH3:32][O:31][C:22]1[C:21]([CH:18]2[CH2:17][CH2:16][NH:15][CH2:20][CH2:19]2)=[C:25]([C:26]([F:28])([F:27])[F:29])[N:24]([CH3:30])[N:23]=1. (4) Given the reactants [N:1]1[CH:6]=[CH:5][CH:4]=[C:3]([C:7]([C:9]2[CH:14]=[C:13]([O:15][Si](C(C)C)(C(C)C)C(C)C)[CH:12]=[C:11]([C:26]3[CH:34]=[CH:33][CH:32]=[C:31]4[C:27]=3[CH:28]=[CH:29][N:30]4[Si](C(C)C)(C(C)C)C(C)C)[CH:10]=2)=[O:8])[CH:2]=1.[CH3:45][Mg]Cl.CCCC[N+](CCCC)(CCCC)CCCC.[F-], predict the reaction product. The product is: [OH:8][C:7]([C:9]1[CH:14]=[C:13]([OH:15])[CH:12]=[C:11]([C:26]2[CH:34]=[CH:33][CH:32]=[C:31]3[C:27]=2[CH:28]=[CH:29][NH:30]3)[CH:10]=1)([C:3]1[CH:2]=[N:1][CH:6]=[CH:5][CH:4]=1)[CH3:45].